Dataset: Acute oral toxicity (LD50) regression data from Zhu et al.. Task: Regression/Classification. Given a drug SMILES string, predict its toxicity properties. Task type varies by dataset: regression for continuous values (e.g., LD50, hERG inhibition percentage) or binary classification for toxic/non-toxic outcomes (e.g., AMES mutagenicity, cardiotoxicity, hepatotoxicity). Dataset: ld50_zhu. The drug is Oc1ccc(Cl)cc1. The rat oral LD50 is 2.28, given as -log10 of the dose in mol/kg body weight (higher means more acutely toxic).